This data is from Reaction yield outcomes from USPTO patents with 853,638 reactions. The task is: Predict the reaction yield, written as a fraction of the theoretical maximum amount of product (1.0 means a 100% yield; for example, 0.34 means a 34% yield). (1) The yield is 0.320. The reactants are [CH3:1][CH:2]([N:4]1[C:8]([CH2:9]O)=[CH:7][N:6]=[CH:5]1)[CH3:3].C(=O)([O-])[O-].[K+].[K+].[CH3:17][C:18]1[N:23]=[C:22]([SH:24])[N:21]=[C:20]([OH:25])[CH:19]=1.CC(C)=O. The product is [CH3:17][C:18]1[N:23]=[C:22]([S:24][CH2:9][C:8]2[N:4]([CH:2]([CH3:1])[CH3:3])[CH:5]=[N:6][CH:7]=2)[N:21]=[C:20]([OH:25])[CH:19]=1. The catalyst is O=S(Cl)Cl.C(OCC)C. (2) The reactants are [CH3:1][O:2][CH2:3][C:4](=[O:18])[C:5](=[N:10][NH:11][C:12]1[CH:13]=[N:14][CH:15]=[CH:16][CH:17]=1)[C:6]([O:8][CH3:9])=[O:7].[CH3:19]OC(OC)N(C)C. No catalyst specified. The product is [CH3:1][O:2][C:3]1[C:4](=[O:18])[C:5]([C:6]([O:8][CH3:9])=[O:7])=[N:10][N:11]([C:12]2[CH:13]=[N:14][CH:15]=[CH:16][CH:17]=2)[CH:19]=1. The yield is 0.640. (3) The reactants are [OH:1][CH:2]([CH2:18][N:19]1[CH2:24][CH2:23][O:22][CH2:21][CH2:20]1)[CH2:3][N:4]1[CH2:10][CH2:9][CH2:8][C:7]2[NH:11][C:12]([CH:15]=O)=[C:13]([CH3:14])[C:6]=2[C:5]1=[O:17].[F:25][C:26]1[CH:31]=[CH:30][C:29]([CH2:32][S:33]([C:36]2[CH:37]=[C:38]3[C:42](=[CH:43][CH:44]=2)[NH:41][C:40](=[O:45])[CH2:39]3)(=[O:35])=[O:34])=[CH:28][CH:27]=1.N1CCCCC1. The catalyst is C(O)C. The product is [F:25][C:26]1[CH:27]=[CH:28][C:29]([CH2:32][S:33]([C:36]2[CH:37]=[C:38]3[C:42](=[CH:43][CH:44]=2)[NH:41][C:40](=[O:45])/[C:39]/3=[CH:15]\[C:12]2[NH:11][C:7]3[CH2:8][CH2:9][CH2:10][N:4]([CH2:3][C@H:2]([OH:1])[CH2:18][N:19]4[CH2:24][CH2:23][O:22][CH2:21][CH2:20]4)[C:5](=[O:17])[C:6]=3[C:13]=2[CH3:14])(=[O:35])=[O:34])=[CH:30][CH:31]=1. The yield is 0.760. (4) The reactants are CO[C:3](=[O:39])[C:4]1[CH:9]=[C:8]([C:10]2[CH:11]=[C:12]3[C:18]([C:19]4[CH:24]=[CH:23][CH:22]=[CH:21][C:20]=4[O:25][CH3:26])=[CH:17][N:16](S(C4C=CC(C)=CC=4)(=O)=O)[C:13]3=[N:14][CH:15]=2)[CH:7]=[C:6]([F:37])[C:5]=1[OH:38].[CH3:40][NH:41][CH3:42]. The catalyst is C1COCC1. The product is [F:37][C:6]1[C:5]([OH:38])=[C:4]([CH:9]=[C:8]([C:10]2[CH:11]=[C:12]3[C:18]([C:19]4[CH:24]=[CH:23][CH:22]=[CH:21][C:20]=4[O:25][CH3:26])=[CH:17][NH:16][C:13]3=[N:14][CH:15]=2)[CH:7]=1)[C:3]([N:41]([CH3:42])[CH3:40])=[O:39]. The yield is 0.370. (5) The reactants are [NH2:1][C:2]1[CH:7]=[CH:6][C:5]([C:8]2[CH:13]=[CH:12][C:11]([C:14](=[O:26])[CH2:15][CH:16]([CH2:22][CH2:23][O:24][CH3:25])[C:17]([O:19]CC)=[O:18])=[CH:10][CH:9]=2)=[CH:4][CH:3]=1.Cl[C:28]1[S:29][C:30]2[CH:36]=[CH:35][CH:34]=[CH:33][C:31]=2[N:32]=1.[OH-].[Na+].Cl. The catalyst is C(O)CCC.CO. The product is [S:29]1[C:30]2[CH:36]=[CH:35][CH:34]=[CH:33][C:31]=2[N:32]=[C:28]1[NH:1][C:2]1[CH:3]=[CH:4][C:5]([C:8]2[CH:9]=[CH:10][C:11]([C:14](=[O:26])[CH2:15][CH:16]([CH2:22][CH2:23][O:24][CH3:25])[C:17]([OH:19])=[O:18])=[CH:12][CH:13]=2)=[CH:6][CH:7]=1. The yield is 0.310.